Dataset: Experimentally validated miRNA-target interactions with 360,000+ pairs, plus equal number of negative samples. Task: Binary Classification. Given a miRNA mature sequence and a target amino acid sequence, predict their likelihood of interaction. Result: 1 (interaction). The protein sequence of the target gene is MEAARPFAREWRAQSLPLAVGGVLKLRLCELWLLLLGSSLNARFLPDEEDVDFINEYVNLHNELRGDVIPRGSNLRFMTWDVALSRTARAWGKKCLFTHNIYLQDVQMVHPKFYGIGENMWVGPENEFTASIAIRSWHAEKKMYNFENGSCSGDCSNYIQLVWDHSYKVGCAVTPCSKIGHIIHAAIFICNYAPGGTLTRRPYEPGIFCTRCGRRDKCTDFLCSNADRDQATYYRFWYPKWEMPRPVVCDPLCTFILLLRILCFILCVITVLIVQSQFPNILLEQQMIFTPEESEAGNEE.... The miRNA is hsa-miR-335-3p with sequence UUUUUCAUUAUUGCUCCUGACC.